From a dataset of TCR-epitope binding with 47,182 pairs between 192 epitopes and 23,139 TCRs. Binary Classification. Given a T-cell receptor sequence (or CDR3 region) and an epitope sequence, predict whether binding occurs between them. (1) The epitope is QECVRGTTVL. The TCR CDR3 sequence is CSASGASESYEQYF. Result: 0 (the TCR does not bind to the epitope). (2) The epitope is RQLLFVVEV. The TCR CDR3 sequence is CASRNEQYF. Result: 0 (the TCR does not bind to the epitope). (3) The epitope is KLPDDFTGCV. Result: 0 (the TCR does not bind to the epitope). The TCR CDR3 sequence is CASRQRVLASDEQFF. (4) The epitope is FLKEKGGL. The TCR CDR3 sequence is CASSLAGGPGEQYF. Result: 0 (the TCR does not bind to the epitope). (5) The epitope is LPAADLDDF. The TCR CDR3 sequence is CASSLWLPKETQYF. Result: 0 (the TCR does not bind to the epitope). (6) The epitope is RAKFKQLL. The TCR CDR3 sequence is CASSQEQGGWGEQYF. Result: 0 (the TCR does not bind to the epitope). (7) The epitope is KTSVDCTMYI. The TCR CDR3 sequence is CASSSGTGNTEAFF. Result: 1 (the TCR binds to the epitope). (8) The epitope is PROT_97E67BCC. The TCR CDR3 sequence is CASRNGGATADTQYF. Result: 0 (the TCR does not bind to the epitope). (9) The epitope is KPLEFGATSAAL. The TCR CDR3 sequence is CASRAGSVATEAFF. Result: 0 (the TCR does not bind to the epitope).